Dataset: Forward reaction prediction with 1.9M reactions from USPTO patents (1976-2016). Task: Predict the product of the given reaction. (1) Given the reactants [CH2:1]([N:3]([CH2:6][C:7]1[S:11][C:10]([C:12]([OH:14])=O)=[CH:9][C:8]=1[CH3:15])[CH2:4][CH3:5])[CH3:2].[OH:16][C:17]1[C:26]([CH3:27])=[CH:25][C:20]([C:21]([NH:23]O)=[NH:22])=[CH:19][C:18]=1[Cl:28], predict the reaction product. The product is: [Cl:28][C:18]1[CH:19]=[C:20]([C:21]2[N:23]=[C:12]([C:10]3[S:11][C:7]([CH2:6][N:3]([CH2:1][CH3:2])[CH2:4][CH3:5])=[C:8]([CH3:15])[CH:9]=3)[O:14][N:22]=2)[CH:25]=[C:26]([CH3:27])[C:17]=1[OH:16]. (2) The product is: [NH2:46][CH2:45][CH2:44][C:28]1[CH2:26][CH:24]([C:22](=[CH:21][CH:30]=1)[OH:23])[OH:25]. Given the reactants [Na+].[Cl-].[Cl-].[K+].OP([O-])(O)=O.[K+].[O-]S([O-])(=O)=O.[Mg+2].[Cl-].[Cl-].[Ca+2].O=[CH:21][C@@H:22]([C@H:24]([C@@H:26]([C@@H:28]([CH2:30]O)O)O)[OH:25])[OH:23].O=C1O[C@H]([C@H](CO)O)C([O-])=C1O.[CH2:44]1N(CCO)CC[N:46](CCS(O)(=O)=O)[CH2:45]1.C(N(CC(O)=O)CC(O)=O)CN(CC(O)=O)CC(O)=O.CN(CC1C=CC=CC=1)CC#C, predict the reaction product. (3) Given the reactants Cl[C:2]1[CH:11]=[CH:10][C:9]2[C:4](=[CH:5][CH:6]=[C:7]([OH:12])[CH:8]=2)[N:3]=1.CC1(C)C(C)(C)OB([C:21]2[CH2:26][CH2:25][CH:24]([C:27]([O:29][CH3:30])=[O:28])[CH2:23][CH:22]=2)O1, predict the reaction product. The product is: [OH:12][C:7]1[CH:8]=[C:9]2[C:4](=[CH:5][CH:6]=1)[N:3]=[C:2]([C:21]1[CH2:26][CH2:25][CH:24]([C:27]([O:29][CH3:30])=[O:28])[CH2:23][CH:22]=1)[CH:11]=[CH:10]2. (4) Given the reactants [Cl:1][C:2]1[N:10]=[C:9]2[C:5]([NH:6][CH:7]=[N:8]2)=[C:4]([Cl:11])[N:3]=1.CC1C=CC(S(O)(=O)=O)=CC=1.[O:23]1[CH:28]=[CH:27][CH2:26][CH2:25][CH2:24]1.[NH4+].[OH-], predict the reaction product. The product is: [Cl:1][C:2]1[N:10]=[C:9]2[C:5]([N:6]=[CH:7][N:8]2[CH:24]2[CH2:25][CH2:26][CH2:27][CH2:28][O:23]2)=[C:4]([Cl:11])[N:3]=1.